This data is from Reaction yield outcomes from USPTO patents with 853,638 reactions. The task is: Predict the reaction yield, written as a fraction of the theoretical maximum amount of product (1.0 means a 100% yield; for example, 0.34 means a 34% yield). (1) The reactants are [Li]CCCC.[CH3:6][N:7]1[C:11]([CH3:12])=[N:10][N:9]=[C:8]1[C:13]1[CH:18]=[CH:17][N:16]=[CH:15][CH:14]=1.Br[CH:20]([C:22]1[N:26]=[C:25]([C:27]2[CH:32]=[CH:31][CH:30]=[C:29]([Cl:33])[CH:28]=2)[O:24][N:23]=1)[CH3:21]. The catalyst is C1COCC1. The product is [Cl:33][C:29]1[CH:28]=[C:27]([C:25]2[O:24][N:23]=[C:22]([CH:20]([CH3:21])[CH2:12][C:11]3[N:7]([CH3:6])[C:8]([C:13]4[CH:18]=[CH:17][N:16]=[CH:15][CH:14]=4)=[N:9][N:10]=3)[N:26]=2)[CH:32]=[CH:31][CH:30]=1. The yield is 0.100. (2) The reactants are C([O:3][C:4](=[O:30])[C:5]1[CH:10]=[CH:9][C:8]([N:11]2[CH2:17][CH:16]3[CH:12]2[CH2:13][N:14]([C:18](=[O:29])[NH:19][CH2:20][C:21]2[CH:26]=[CH:25][C:24]([Cl:27])=[CH:23][C:22]=2[Cl:28])[CH2:15]3)=[CH:7][CH:6]=1)C.[OH-].[Na+]. The catalyst is CO.O1CCCC1. The product is [Cl:28][C:22]1[CH:23]=[C:24]([Cl:27])[CH:25]=[CH:26][C:21]=1[CH2:20][NH:19][C:18]([N:14]1[CH2:13][CH:12]2[CH:16]([CH2:17][N:11]2[C:8]2[CH:9]=[CH:10][C:5]([C:4]([OH:30])=[O:3])=[CH:6][CH:7]=2)[CH2:15]1)=[O:29]. The yield is 0.580. (3) The reactants are [C:1]([O:5][C:6]([N:8]1[CH2:12][CH2:11][CH:10]([CH2:13][C:14]([OH:16])=O)[CH2:9]1)=[O:7])([CH3:4])([CH3:3])[CH3:2].[CH:17]([C:20]1[CH:25]=[CH:24][C:23]([NH2:26])=[CH:22][CH:21]=1)([CH3:19])[CH3:18].C1C=CC2N(O)N=NC=2C=1.CN(C(ON1N=NC2C=CC=CC1=2)=[N+](C)C)C.F[P-](F)(F)(F)(F)F.CCN(C(C)C)C(C)C. The catalyst is C1COCC1. The product is [C:1]([O:5][C:6]([N:8]1[CH2:12][CH2:11][CH:10]([CH2:13][C:14](=[O:16])[NH:26][C:23]2[CH:24]=[CH:25][C:20]([CH:17]([CH3:19])[CH3:18])=[CH:21][CH:22]=2)[CH2:9]1)=[O:7])([CH3:2])([CH3:3])[CH3:4]. The yield is 0.560. (4) The reactants are Cl.[NH2:2][CH:3]([C:5]1[NH:6][C:7]([C:13]2[CH:22]=[CH:21][CH:20]=[C:19]3[C:14]=2[N:15]=[C:16]([NH:24][C:25]([CH3:28])([CH3:27])[CH3:26])[C:17]([CH3:23])=[N:18]3)=[CH:8][C:9]=1[C:10]([OH:12])=O)[CH3:4].CCN(C(C)C)C(C)C.F[P-](F)(F)(F)(F)F.N1(O[P+](N2CCCC2)(N2CCCC2)N2CCCC2)C2C=CC=CC=2N=N1.N1(P(=O)(N2CCCC2)N2CCCC2)CCCC1.C(=O)=O. The catalyst is CN(C=O)C.C(Cl)Cl.CO. The product is [C:25]([NH:24][C:16]1[C:17]([CH3:23])=[N:18][C:19]2[C:14]([N:15]=1)=[C:13]([C:7]1[NH:6][C:5]3[C@@H:3]([CH3:4])[NH:2][C:10](=[O:12])[C:9]=3[CH:8]=1)[CH:22]=[CH:21][CH:20]=2)([CH3:27])([CH3:28])[CH3:26]. The yield is 0.250.